Dataset: Full USPTO retrosynthesis dataset with 1.9M reactions from patents (1976-2016). Task: Predict the reactants needed to synthesize the given product. (1) Given the product [F:1][C:2]([F:19])([F:18])[C:3]1[CH:8]=[CH:7][C:6]([C:9]2[S:13][C:12]([S:14]([Cl:28])(=[O:16])=[O:15])=[CH:11][CH:10]=2)=[CH:5][CH:4]=1, predict the reactants needed to synthesize it. The reactants are: [F:1][C:2]([F:19])([F:18])[C:3]1[CH:8]=[CH:7][C:6]([C:9]2[S:13][C:12]([S:14]([O-])(=[O:16])=[O:15])=[CH:11][CH:10]=2)=[CH:5][CH:4]=1.[Na+].CN(C=O)C.S(Cl)([Cl:28])=O. (2) Given the product [CH3:1][CH:2]1[CH2:7][CH2:6][N:5]([CH:8]2[CH2:13][CH2:12][N:11]([S:22]([C:17]3[CH:16]=[CH:15][C:20]4[C:15](=[CH:16][C:17]([S:22]([N:11]5[CH2:12][CH2:13][CH:8]([N:5]6[CH2:6][CH2:7][CH:2]([CH3:1])[CH2:3][CH2:4]6)[CH2:9][CH2:10]5)(=[O:24])=[O:23])=[CH:18][CH:19]=4)[CH:18]=3)(=[O:24])=[O:23])[CH2:10][CH2:9]2)[CH2:4][CH2:3]1, predict the reactants needed to synthesize it. The reactants are: [CH3:1][CH:2]1[CH2:7][CH2:6][N:5]([CH:8]2[CH2:13][CH2:12][NH:11][CH2:10][CH2:9]2)[CH2:4][CH2:3]1.Cl[C:15]1[CH:16]=[C:17]([S:22](Cl)(=[O:24])=[O:23])[CH:18]=[CH:19][C:20]=1Cl. (3) Given the product [Br:1][C:2]1[CH:7]=[C:6]2[C:5](=[CH:4][CH:3]=1)[O:11][CH:12]([C:13]1[CH:18]=[CH:17][CH:16]=[CH:15][CH:14]=1)[CH2:9][C:8]2=[O:10], predict the reactants needed to synthesize it. The reactants are: [Br:1][C:2]1[CH:3]=[CH:4][C:5]([OH:11])=[C:6]([C:8](=[O:10])[CH3:9])[CH:7]=1.[CH:12](=O)[C:13]1[CH:18]=[CH:17][CH:16]=[CH:15][CH:14]=1. (4) Given the product [Cl:24][C:18]1[N:17]=[C:16]([CH3:15])[N:21]=[C:20]([CH:9]([C:2]2[C:3]([CH3:8])=[CH:4][C:5]([CH3:7])=[CH:6][C:1]=2[CH3:12])[C:10]#[N:11])[C:19]=1[CH3:23], predict the reactants needed to synthesize it. The reactants are: [C:1]1([CH3:12])[CH:6]=[C:5]([CH3:7])[CH:4]=[C:3]([CH3:8])[C:2]=1[CH2:9][C:10]#[N:11].[H-].[Na+].[CH3:15][C:16]1[N:21]=[C:20](Cl)[C:19]([CH3:23])=[C:18]([Cl:24])[N:17]=1. (5) Given the product [C:20]([O:19][C:17](=[O:18])[NH:1][C:2]([C:3]#[N:4])([CH3:9])[CH2:5][CH:6]1[CH2:8][CH2:7]1)([CH3:23])([CH3:22])[CH3:21], predict the reactants needed to synthesize it. The reactants are: [NH2:1][C:2]([CH3:9])([CH2:5][CH:6]1[CH2:8][CH2:7]1)[C:3]#[N:4].C(N(CC)CC)C.[C:17](O[C:17]([O:19][C:20]([CH3:23])([CH3:22])[CH3:21])=[O:18])([O:19][C:20]([CH3:23])([CH3:22])[CH3:21])=[O:18].